This data is from Forward reaction prediction with 1.9M reactions from USPTO patents (1976-2016). The task is: Predict the product of the given reaction. (1) Given the reactants [CH3:1][C:2]1[N:7]=[C:6](Cl)[CH:5]=[C:4]([NH:9][C:10]2[CH:15]=[CH:14][CH:13]=[C:12]([OH:16])[CH:11]=2)[N:3]=1.C(OCCO)C.[CH3:23][O:24][C:25]1[CH:26]=[C:27]([CH:29]=[CH:30][CH:31]=1)[NH2:28], predict the reaction product. The product is: [CH3:1][C:2]1[N:3]=[C:4]([NH:9][C:10]2[CH:15]=[CH:14][CH:13]=[C:12]([OH:16])[CH:11]=2)[CH:5]=[C:6]([NH:28][C:27]2[CH:29]=[CH:30][CH:31]=[C:25]([O:24][CH3:23])[CH:26]=2)[N:7]=1. (2) Given the reactants [Cl-].[Ca+2].[Cl-].[BH4-].[Na+].[CH3:6][N:7]1[C:11]([C:12]([NH:14][C:15]2[CH:16]=[C:17]([CH:38]=[CH:39][C:40]=2[CH3:41])[O:18][C:19]2[CH:20]=[CH:21][C:22]3[N:23]([CH:25]=[C:26]([NH:28][C:29]([CH:31]4[CH2:33][CH:32]4[C:34](OC)=[O:35])=[O:30])[N:27]=3)[N:24]=2)=[O:13])=[CH:10][C:9]([CH3:42])=[N:8]1.[Cl-].[NH4+], predict the reaction product. The product is: [OH:35][CH2:34][CH:32]1[CH2:33][CH:31]1[C:29]([NH:28][C:26]1[N:27]=[C:22]2[CH:21]=[CH:20][C:19]([O:18][C:17]3[CH:38]=[CH:39][C:40]([CH3:41])=[C:15]([NH:14][C:12]([C:11]4[N:7]([CH3:6])[N:8]=[C:9]([CH3:42])[CH:10]=4)=[O:13])[CH:16]=3)=[N:24][N:23]2[CH:25]=1)=[O:30]. (3) Given the reactants [C:1]([CH2:3][NH:4][C:5]([C:7]1([NH2:13])[CH2:12][CH2:11][CH2:10][CH2:9][CH2:8]1)=[O:6])#[N:2].Cl.C[CH:16]([N:18]1[CH2:23][CH2:22][N:21]([C:24]2[CH:32]=[CH:31][C:27]([C:28]([OH:30])=O)=[CH:26][CH:25]=2)[CH2:20][CH2:19]1)[CH3:17].[CH:33]1[CH:34]=[CH:35]C2N(O)N=N[C:37]=2[CH:38]=1.C(N(CC)CC)C, predict the reaction product. The product is: [C:1]([CH2:3][NH:4][C:5]([C:7]1([NH:13][C:28](=[O:30])[C:27]2[CH:26]=[CH:25][C:24]([N:21]3[CH2:20][CH2:19][N:18]([CH2:16][C:17]4[CH:35]=[CH:34][CH:33]=[CH:38][CH:37]=4)[CH2:23][CH2:22]3)=[CH:32][CH:31]=2)[CH2:12][CH2:11][CH2:10][CH2:9][CH2:8]1)=[O:6])#[N:2].